This data is from Forward reaction prediction with 1.9M reactions from USPTO patents (1976-2016). The task is: Predict the product of the given reaction. (1) Given the reactants Cl[C:2]1[CH:3]=[CH:4][CH:5]=[C:6]2[C:11]=1[NH:10][C:9]([C:12]([F:15])([F:14])[F:13])=[N:8][C:7]2=[O:16].[N:17]1[C:26]2[C:21](=[CH:22][CH:23]=[CH:24][CH:25]=2)[CH:20]=[C:19](B(O)O)[CH:18]=1.CC(C1C=C(C(C)C)C(C2C=CC=CC=2P(C2CCCCC2)C2CCCCC2)=C(C(C)C)C=1)C.P([O-])([O-])([O-])=O.[K+].[K+].[K+], predict the reaction product. The product is: [N:17]1[C:26]2[C:21](=[CH:22][CH:23]=[CH:24][CH:25]=2)[CH:20]=[C:19]([C:2]2[CH:3]=[CH:4][CH:5]=[C:6]3[C:11]=2[NH:10][C:9]([C:12]([F:15])([F:14])[F:13])=[N:8][C:7]3=[O:16])[CH:18]=1. (2) Given the reactants [CH:1]([N:4]1[C:9](=[O:10])[CH:8]=[CH:7][C:6]([CH:11]([C:19](=O)[C:20]2[CH:25]=[CH:24][CH:23]=[CH:22][CH:21]=2)[CH2:12][CH2:13][C:14](OCC)=[O:15])=[N:5]1)([CH3:3])[CH3:2].C([O-])(=O)C.[NH4+:31], predict the reaction product. The product is: [CH:1]([N:4]1[C:9](=[O:10])[CH:8]=[CH:7][C:6]([C:11]2[CH2:12][CH2:13][C:14](=[O:15])[NH:31][C:19]=2[C:20]2[CH:25]=[CH:24][CH:23]=[CH:22][CH:21]=2)=[N:5]1)([CH3:3])[CH3:2]. (3) Given the reactants [CH2:1]([N:3]([CH2:6]C)[CH2:4][CH3:5])C.CC1C=[CH:11][C:12]([C:15]2[N:19](C3[CH:21]=[N:22][CH:23]=[CH:24]C=3)[N:18]=[C:17]([C:26](O)=O)[CH:16]=2)=[N:13]C=1.[NH:29]1CCCC[CH:30]1C(N)=[O:36].[Cl:38]CCl, predict the reaction product. The product is: [ClH:38].[CH3:6][N:3]([CH3:1])[CH2:4][CH2:5][CH2:30][N:29]=[C:21]=[N:22][CH2:23][CH3:24].[OH:36][N:19]1[C:15]2[CH:16]=[CH:17][CH:26]=[CH:11][C:12]=2[N:13]=[N:18]1. (4) Given the reactants CC1C=CC(S(O[CH2:12][CH:13]2[CH2:17][C:16]3[CH:18]=[C:19]([F:30])[CH:20]=[C:21]([C:22]4[CH:27]=[C:26]([CH3:28])[CH:25]=[CH:24][C:23]=4[CH3:29])[C:15]=3[O:14]2)(=O)=O)=CC=1.[CH3:31][NH2:32], predict the reaction product. The product is: [CH3:29][C:23]1[CH:24]=[CH:25][C:26]([CH3:28])=[CH:27][C:22]=1[C:21]1[C:15]2[O:14][CH:13]([CH2:12][NH:32][CH3:31])[CH2:17][C:16]=2[CH:18]=[C:19]([F:30])[CH:20]=1. (5) Given the reactants BrC1C=C(OC)C(N2CCN(C)CC2)=NC=1.Br[C:18]1[CH:19]=[N:20][CH:21]=[C:22]([Br:26])[C:23]=1[O:24][CH3:25].[C:27]([O:31][C:32]([N:34]1[CH2:39][CH2:38][NH:37][CH2:36][CH2:35]1)=[O:33])([CH3:30])([CH3:29])[CH3:28], predict the reaction product. The product is: [Br:26][C:22]1[C:23]([O:24][CH3:25])=[C:18]([N:37]2[CH2:36][CH2:35][N:34]([C:32]([O:31][C:27]([CH3:30])([CH3:29])[CH3:28])=[O:33])[CH2:39][CH2:38]2)[CH:19]=[N:20][CH:21]=1.